Task: Binary Classification. Given a drug SMILES string, predict its activity (active/inactive) in a high-throughput screening assay against a specified biological target.. Dataset: HIV replication inhibition screening data with 41,000+ compounds from the AIDS Antiviral Screen (1) The compound is CCc1c(O)nc(Nc2nc3ccccc3[nH]2)nc1O. The result is 0 (inactive). (2) The molecule is O=c1[nH]c2nc3ccccc3c(=O)n2c1=Cc1ccccc1. The result is 0 (inactive). (3) The molecule is Cl.Nc1ccc2cc3ccc(N)cc3nc2c1. The result is 0 (inactive). (4) The compound is CC(=O)C(=Cc1ccc(C#N)cc1)C(C)=O. The result is 0 (inactive). (5) The compound is CCOC(=O)C1=C(N)N(c2ccccc2)C(=C(C#N)c2nc3ccccc3[nH]2)S1. The result is 0 (inactive).